From a dataset of Reaction yield outcomes from USPTO patents with 853,638 reactions. Predict the reaction yield, written as a fraction of the theoretical maximum amount of product (1.0 means a 100% yield; for example, 0.34 means a 34% yield). (1) The reactants are [CH:1]([NH:4][C:5]([C:7]1[C:15]2[C:10](=[N:11][CH:12]=[C:13](Br)[N:14]=2)[N:9]([CH2:17][O:18][CH2:19][CH2:20][Si:21]([CH3:24])([CH3:23])[CH3:22])[CH:8]=1)=[O:6])([CH3:3])[CH3:2].[C:25]([Si:29]([CH3:55])([CH3:54])[O:30][C:31]1[CH:32]=[C:33]2[C:37](=[CH:38][CH:39]=1)[N:36]([CH3:40])[N:35]=[C:34]2[Sn](CCCC)(CCCC)CCCC)([CH3:28])([CH3:27])[CH3:26]. The catalyst is CN(C=O)C.C1C=CC([P]([Pd]([P](C2C=CC=CC=2)(C2C=CC=CC=2)C2C=CC=CC=2)([P](C2C=CC=CC=2)(C2C=CC=CC=2)C2C=CC=CC=2)[P](C2C=CC=CC=2)(C2C=CC=CC=2)C2C=CC=CC=2)(C2C=CC=CC=2)C2C=CC=CC=2)=CC=1.[Cu]I. The product is [CH:1]([NH:4][C:5]([C:7]1[C:15]2[C:10](=[N:11][CH:12]=[C:13]([C:34]3[C:33]4[C:37](=[CH:38][CH:39]=[C:31]([O:30][Si:29]([C:25]([CH3:27])([CH3:26])[CH3:28])([CH3:54])[CH3:55])[CH:32]=4)[N:36]([CH3:40])[N:35]=3)[N:14]=2)[N:9]([CH2:17][O:18][CH2:19][CH2:20][Si:21]([CH3:24])([CH3:23])[CH3:22])[CH:8]=1)=[O:6])([CH3:3])[CH3:2]. The yield is 0.720. (2) The reactants are [CH2:1]([N:8]1[C:16]2[C:15](=[O:17])[NH:14][C:13](=[O:18])[N:12](COCC[Si](C)(C)C)[C:11]=2[N:10]=[C:9]1[O:27][C:28]1[CH:33]=[CH:32][CH:31]=[C:30]([O:34][C:35]([F:38])([F:37])[F:36])[CH:29]=1)[C:2]1[CH:7]=[CH:6][CH:5]=[CH:4][CH:3]=1.Cl. The catalyst is C(O)C. The product is [CH2:1]([N:8]1[C:16]2[C:15](=[O:17])[NH:14][C:13](=[O:18])[NH:12][C:11]=2[N:10]=[C:9]1[O:27][C:28]1[CH:33]=[CH:32][CH:31]=[C:30]([O:34][C:35]([F:38])([F:36])[F:37])[CH:29]=1)[C:2]1[CH:7]=[CH:6][CH:5]=[CH:4][CH:3]=1. The yield is 0.871. (3) The reactants are C[O:2][C:3]([C:5]1[C:6]2[CH:7]=[CH:8][CH:9]=[N:10][C:11]=2[C:12]([O:27][CH:28]([C:35]2[CH:40]=[CH:39][CH:38]=[CH:37][CH:36]=2)[C:29]2[CH:34]=[CH:33][CH:32]=[CH:31][CH:30]=2)=[C:13]2[C:17](=[O:18])[N:16]([CH2:19][C:20]3[CH:25]=[CH:24][C:23]([F:26])=[CH:22][CH:21]=3)[CH2:15][C:14]=12)=[O:4].C1COCC1.CO.[Li+].[OH-]. The catalyst is O. The product is [CH:28]([O:27][C:12]1[C:11]2[N:10]=[CH:9][CH:8]=[CH:7][C:6]=2[C:5]([C:3]([OH:4])=[O:2])=[C:14]2[CH2:15][N:16]([CH2:19][C:20]3[CH:25]=[CH:24][C:23]([F:26])=[CH:22][CH:21]=3)[C:17](=[O:18])[C:13]=12)([C:35]1[CH:36]=[CH:37][CH:38]=[CH:39][CH:40]=1)[C:29]1[CH:34]=[CH:33][CH:32]=[CH:31][CH:30]=1. The yield is 0.870. (4) The reactants are ClC(Cl)(O[C:5](=[O:11])OC(Cl)(Cl)Cl)Cl.[CH2:13]([C:16]1([CH2:34][CH:35]=[CH2:36])[C:32](=[O:33])[N:19]2[CH2:20][CH2:21][NH:22][CH:23]([C:24]3[CH:29]=[CH:28][C:27]([CH3:30])=[CH:26][C:25]=3[CH3:31])[CH:18]2[CH2:17]1)[CH:14]=[CH2:15].F[C:38](F)(F)[C:39]1[CH:40]=[C:41]([CH2:49][NH:50][CH3:51])[CH:42]=[C:43]([C:45]([F:48])([F:47])[F:46])[CH:44]=1.[CH3:54]COC(C)=O. The catalyst is CN(C1C=CN=CC=1)C. The product is [CH2:34]([C:16]1([CH2:13][CH:14]=[CH2:15])[C:32](=[O:33])[N:19]2[CH2:20][CH2:21][N:22]([C:5]([N:50]([CH3:51])[C@@H:49]([C:41]3[CH:42]=[C:43]([C:45]([F:48])([F:47])[F:46])[CH:44]=[C:39]([CH3:38])[CH:40]=3)[CH3:54])=[O:11])[CH:23]([C:24]3[CH:29]=[CH:28][C:27]([CH3:30])=[CH:26][C:25]=3[CH3:31])[CH:18]2[CH2:17]1)[CH:35]=[CH2:36]. The yield is 0.160.